Dataset: Reaction yield outcomes from USPTO patents with 853,638 reactions. Task: Predict the reaction yield, written as a fraction of the theoretical maximum amount of product (1.0 means a 100% yield; for example, 0.34 means a 34% yield). (1) The reactants are Cl[C:2]1[CH:7]=[C:6]([C:8]2[CH:9]=[C:10]([C:14](=[O:16])[CH3:15])[CH:11]=[CH:12][CH:13]=2)[CH:5]=[CH:4][N:3]=1.[C:17]([NH2:25])(=[O:24])[C:18]1[CH:23]=[CH:22][CH:21]=[CH:20][CH:19]=1.CC1(C)C2C(=C(P(C3C=CC=CC=3)C3C=CC=CC=3)C=CC=2)OC2C(P(C3C=CC=CC=3)C3C=CC=CC=3)=CC=CC1=2.C([O-])([O-])=O.[K+].[K+]. The catalyst is O1CCOCC1.CC([O-])=O.CC([O-])=O.[Pd+2]. The product is [C:14]([C:10]1[CH:9]=[C:8]([C:6]2[CH:5]=[CH:4][N:3]=[C:2]([NH:25][C:17](=[O:24])[C:18]3[CH:23]=[CH:22][CH:21]=[CH:20][CH:19]=3)[CH:7]=2)[CH:13]=[CH:12][CH:11]=1)(=[O:16])[CH3:15]. The yield is 0.550. (2) The reactants are Cl.[Cl:2][C:3]1[CH:8]=[CH:7][N:6]=[C:5]([C:9]([O:11]C)=O)[CH:4]=1.[Cl-].[NH4+:14].CCOC(C)=O.O. The catalyst is N. The product is [Cl:2][C:3]1[CH:8]=[CH:7][N:6]=[C:5]([C:9]([NH2:14])=[O:11])[CH:4]=1. The yield is 0.803. (3) The reactants are [Cl:1][C:2]1[N:3]=[C:4](Cl)[C:5]2[C:10]([C:11]3[CH:16]=[CH:15][N:14]=[CH:13][CH:12]=3)=[CH:9][N:8]([CH2:17][O:18][CH2:19][CH2:20][Si:21]([CH3:24])([CH3:23])[CH3:22])[C:6]=2[N:7]=1.Cl.[O:27]1[CH2:32][CH2:31][CH:30]([NH2:33])[CH2:29][CH2:28]1.C(N(CC)CC)C. The catalyst is O1CCOCC1. The product is [Cl:1][C:2]1[N:3]=[C:4]([NH:33][CH:30]2[CH2:31][CH2:32][O:27][CH2:28][CH2:29]2)[C:5]2[C:10]([C:11]3[CH:16]=[CH:15][N:14]=[CH:13][CH:12]=3)=[CH:9][N:8]([CH2:17][O:18][CH2:19][CH2:20][Si:21]([CH3:24])([CH3:23])[CH3:22])[C:6]=2[N:7]=1. The yield is 0.340. (4) The reactants are C([NH:4][C:5]1[CH:6]=[C:7]2[C:12](=[CH:13][CH:14]=1)[N:11]=[C:10]([CH3:15])[CH:9]=[C:8]2OC)(=O)C.[CH3:18][NH:19][CH3:20]. The catalyst is C(O)(=O)C. The product is [CH3:18][N:19]([CH3:20])[C:8]1[C:7]2[C:12](=[CH:13][CH:14]=[C:5]([NH2:4])[CH:6]=2)[N:11]=[C:10]([CH3:15])[CH:9]=1. The yield is 0.770.